From a dataset of Catalyst prediction with 721,799 reactions and 888 catalyst types from USPTO. Predict which catalyst facilitates the given reaction. (1) Reactant: [Br:1][C:2]1[O:6][C:5]([C:7]([CH:9]2[C:18](=[O:19])[CH2:17][CH2:16][C:11]3([O:15][CH2:14][CH2:13][O:12]3)[CH2:10]2)=[O:8])=[CH:4][CH:3]=1.NC1C=CC(C(N)=[O:26])=CC=1C.CC1C=CC(S(O)(=O)=O)=CC=1. Product: [Br:1][C:2]1[O:6][C:5]([C:7](=[O:8])[CH2:9][CH2:10][C:11]2([CH2:16][CH2:17][C:18]([OH:19])=[O:26])[O:12][CH2:13][CH2:14][O:15]2)=[CH:4][CH:3]=1. The catalyst class is: 14. (2) Reactant: [C:9](O[C:9]([O:11][C:12]([CH3:15])([CH3:14])[CH3:13])=[O:10])([O:11][C:12]([CH3:15])([CH3:14])[CH3:13])=[O:10].[CH3:16][C:17]1([CH3:24])[NH:22][CH2:21][CH2:20][NH:19][C:18]1=[O:23]. Product: [C:12]([O:11][C:9]([N:19]1[CH2:20][CH2:21][NH:22][C:17]([CH3:24])([CH3:16])[C:18]1=[O:23])=[O:10])([CH3:13])([CH3:14])[CH3:15]. The catalyst class is: 64.